This data is from Orexin1 receptor HTS with 218,158 compounds and 233 confirmed actives. The task is: Binary Classification. Given a drug SMILES string, predict its activity (active/inactive) in a high-throughput screening assay against a specified biological target. (1) The molecule is O=C(NCC1(CCCC1)c1ccccc1)c1c(N)cccc1. The result is 0 (inactive). (2) The compound is Fc1ccc(n2nc(c(CN3CC(N(CC3)Cc3ccccc3)CCO)c2C)C)cc1. The result is 0 (inactive). (3) The drug is S(c1nc2CCCCCc2cc1C#N)CC(=O)Nc1sccn1. The result is 0 (inactive). (4) The molecule is O1CCN(CCCNC(=O)CCc2c(c3c(oc2=O)c(c2occ(c2c3)C)C)C)CC1. The result is 0 (inactive). (5) The drug is o1c2c(nc1/C(=C\Nc1c(ccc(c1)C)C)C#N)cccc2. The result is 0 (inactive). (6) The drug is Clc1c(n2nc(nc2C)C(=O)Nc2cc(Cl)ccc2)cc(OC(C)C)c(Cl)c1. The result is 0 (inactive).